Dataset: Forward reaction prediction with 1.9M reactions from USPTO patents (1976-2016). Task: Predict the product of the given reaction. (1) Given the reactants [NH2:1][C:2]1[NH:3][C:4](=[O:15])[C:5]([C:13]#[N:14])=[C:6]([C:8]2[O:9][CH2:10][CH2:11][CH:12]=2)[N:7]=1.Cl.[N:17]1[CH:22]=[CH:21][CH:20]=[CH:19][C:18]=1[CH2:23]Cl.C(=O)([O-])[O-].[Cs+].[Cs+], predict the reaction product. The product is: [NH2:1][C:2]1[N:7]=[C:6]([C:8]2[O:9][CH2:10][CH2:11][CH:12]=2)[C:5]([C:13]#[N:14])=[C:4]([O:15][CH2:23][C:18]2[CH:19]=[CH:20][CH:21]=[CH:22][N:17]=2)[N:3]=1. (2) Given the reactants [C:1]1([CH2:7][CH2:8][CH2:9][O:10][CH2:11][C@@H:12]2[CH2:16][CH2:15][N:14]([C:17]3[CH:18]=[N:19][CH:20]=[C:21]([O:23][CH2:24][C@@H:25]4[CH2:29][CH2:28][CH2:27][NH:26]4)[CH:22]=3)[CH2:13]2)[CH:6]=[CH:5][CH:4]=[CH:3][CH:2]=1.[ClH:30], predict the reaction product. The product is: [ClH:30].[C:1]1([CH2:7][CH2:8][CH2:9][O:10][CH2:11][C@@H:12]2[CH2:16][CH2:15][N:14]([C:17]3[CH:18]=[N:19][CH:20]=[C:21]([O:23][CH2:24][C@@H:25]4[CH2:29][CH2:28][CH2:27][NH:26]4)[CH:22]=3)[CH2:13]2)[CH:2]=[CH:3][CH:4]=[CH:5][CH:6]=1. (3) Given the reactants [Br:1][C:2]1[N:7]=[CH:6][C:5]([NH2:8])=[CH:4][CH:3]=1.[C:9]1(=O)[CH2:13][CH2:12][CH2:11][CH2:10]1.[BH3-]C#N.[Na+], predict the reaction product. The product is: [Br:1][C:2]1[N:7]=[CH:6][C:5]([NH:8][CH:9]2[CH2:13][CH2:12][CH2:11][CH2:10]2)=[CH:4][CH:3]=1. (4) Given the reactants [O:1]1[CH2:6][CH2:5][N:4]([C:7]2[C:8]3[N:9]([CH:27]=[C:28]([CH2:30][O:31][C:32]4[CH:41]=[CH:40][C:39]5[C:34](=[CH:35][CH:36]=[CH:37][CH:38]=5)[N:33]=4)[N:29]=3)[C:10]([C:13]3[CH:14]=[CH:15][C:16]([NH:19][C:20](=[O:26])[O:21][C:22]([CH3:25])([CH3:24])[CH3:23])=[N:17][CH:18]=3)=[CH:11][N:12]=2)[CH2:3][CH2:2]1.[H-].[Na+].Br[CH2:45][C:46]([O:48][C:49]([CH3:52])([CH3:51])[CH3:50])=[O:47], predict the reaction product. The product is: [C:22]([O:21][C:20]([N:19]([C:16]1[CH:15]=[CH:14][C:13]([C:10]2[N:9]3[CH:27]=[C:28]([CH2:30][O:31][C:32]4[CH:41]=[CH:40][C:39]5[C:34](=[CH:35][CH:36]=[CH:37][CH:38]=5)[N:33]=4)[N:29]=[C:8]3[C:7]([N:4]3[CH2:5][CH2:6][O:1][CH2:2][CH2:3]3)=[N:12][CH:11]=2)=[CH:18][N:17]=1)[CH2:45][C:46]([O:48][C:49]([CH3:52])([CH3:51])[CH3:50])=[O:47])=[O:26])([CH3:23])([CH3:25])[CH3:24]. (5) Given the reactants C([O:5][C:6](=[O:36])[C:7]([CH3:35])([CH3:34])[CH2:8][NH:9][C:10]([C:12]1[N:13]=[C:14]([C:32]#[N:33])[C:15]2[C:20]([C:21]=1[OH:22])=[CH:19][CH:18]=[C:17]([O:23][C:24]1[CH:29]=[C:28]([F:30])[CH:27]=[CH:26][C:25]=1[Cl:31])[CH:16]=2)=[O:11])(C)(C)C.C(O)(C(F)(F)F)=O, predict the reaction product. The product is: [Cl:31][C:25]1[CH:26]=[CH:27][C:28]([F:30])=[CH:29][C:24]=1[O:23][C:17]1[CH:16]=[C:15]2[C:20]([C:21]([OH:22])=[C:12]([C:10]([NH:9][CH2:8][C:7]([CH3:35])([CH3:34])[C:6]([OH:36])=[O:5])=[O:11])[N:13]=[C:14]2[C:32]#[N:33])=[CH:19][CH:18]=1. (6) Given the reactants [CH2:1]([C:3]1[CH:8]=[C:7]([C:9]2[O:13][N:12]=[C:11]([C:14]3[CH:19]=[C:18]([CH3:20])[C:17]([O:21][CH2:22][C@H:23]4[CH2:25][O:24]4)=[C:16]([CH2:26][CH3:27])[CH:15]=3)[N:10]=2)[CH:6]=[C:5]([CH3:28])[N:4]=1)[CH3:2].[NH3:29], predict the reaction product. The product is: [NH2:29][CH2:25][C@@H:23]([OH:24])[CH2:22][O:21][C:17]1[C:18]([CH3:20])=[CH:19][C:14]([C:11]2[N:10]=[C:9]([C:7]3[CH:6]=[C:5]([CH3:28])[N:4]=[C:3]([CH2:1][CH3:2])[CH:8]=3)[O:13][N:12]=2)=[CH:15][C:16]=1[CH2:26][CH3:27]. (7) Given the reactants Cl.[C:2]([CH:5]1[CH:10]2[CH:6]1[CH2:7][N:8](C(OC(C)(C)C)=O)[CH2:9]2)(=[O:4])[NH2:3].C(Cl)[Cl:19], predict the reaction product. The product is: [ClH:19].[CH:6]12[CH:5]([C:2]([NH2:3])=[O:4])[CH:10]1[CH2:9][NH:8][CH2:7]2. (8) Given the reactants [OH:1][CH2:2][C:3]1[O:9][C:6]([CH:7]=[O:8])=[CH:5][CH:4]=1.[H][H].O[CH2:13][C:14]1OC(CO)=CC=1.[CH2:21](O)[CH3:22], predict the reaction product. The product is: [CH2:13]([O:8][CH2:7][C:6]1[O:9][C:3]([CH2:2][O:1][CH2:21][CH3:22])=[CH:4][CH:5]=1)[CH3:14]. (9) Given the reactants [CH3:1][O:2][C:3]1[CH:4]=[C:5]([CH:19]=[CH:20][CH:21]=1)[CH2:6][CH:7]1[C:11]2[NH:12][C:13]([C:15]([O:17]C)=[O:16])=[CH:14][C:10]=2[CH2:9][CH2:8]1.[OH-].[Li+].CO, predict the reaction product. The product is: [CH3:1][O:2][C:3]1[CH:4]=[C:5]([CH:19]=[CH:20][CH:21]=1)[CH2:6][CH:7]1[C:11]2[NH:12][C:13]([C:15]([OH:17])=[O:16])=[CH:14][C:10]=2[CH2:9][CH2:8]1. (10) The product is: [NH2:25][C:24]1[CH:26]=[CH:27][C:28]([C:2]2[CH:3]=[CH:4][N:5]3[C:10]([C:11]=2[CH3:12])=[C:9]([CH:13]2[CH2:15][CH2:14]2)[CH:8]=[C:7]([C:16]([O:18][CH3:19])=[O:17])[C:6]3=[O:20])=[CH:29][C:23]=1[O:22][CH3:21]. Given the reactants Cl[C:2]1[CH:3]=[CH:4][N:5]2[C:10]([C:11]=1[CH3:12])=[C:9]([CH:13]1[CH2:15][CH2:14]1)[CH:8]=[C:7]([C:16]([O:18][CH3:19])=[O:17])[C:6]2=[O:20].[CH3:21][O:22][C:23]1[CH:29]=[C:28](B2OC(C)(C)C(C)(C)O2)[CH:27]=[CH:26][C:24]=1[NH2:25], predict the reaction product.